Dataset: Reaction yield outcomes from USPTO patents with 853,638 reactions. Task: Predict the reaction yield, written as a fraction of the theoretical maximum amount of product (1.0 means a 100% yield; for example, 0.34 means a 34% yield). (1) The reactants are Br[CH2:2][C:3]1[CH:8]=[CH:7][CH:6]=[CH:5][N:4]=1.[Si:9]([C:13]#[CH:14])([CH3:12])([CH3:11])[CH3:10]. The catalyst is C1COCC1.[Cu](I)I. The product is [CH3:2][C:3]1[CH:8]=[CH:7][CH:6]=[C:5]([C:14]#[C:13][Si:9]([CH3:12])([CH3:11])[CH3:10])[N:4]=1. The yield is 0.650. (2) The reactants are [NH:1]1[C:9]2[C:4](=[CH:5][CH:6]=[CH:7][CH:8]=2)[C:3]([C:10](=O)[CH2:11][C:12]#[N:13])=[CH:2]1.O.[NH2:16][NH2:17]. The catalyst is CCO. The product is [NH:1]1[C:9]2[C:4](=[CH:5][CH:6]=[CH:7][CH:8]=2)[C:3]([C:10]2[CH:11]=[C:12]([NH2:13])[NH:16][N:17]=2)=[CH:2]1. The yield is 0.740. (3) The reactants are [F:1][C:2]([F:18])([F:17])[C:3]1[CH:4]=[C:5]([NH:9][C:10]2[N:15]=[CH:14][C:13](Br)=[CH:12][N:11]=2)[CH:6]=[CH:7][CH:8]=1.[CH2:19]([O:26][C:27]1[CH:28]=[C:29]([CH:31]=[CH:32][CH:33]=1)[NH2:30])[C:20]1[CH:25]=[CH:24][CH:23]=[CH:22][CH:21]=1.C1(P(C2C=CC=CC=2)C2C3OC4C(=CC=CC=4P(C4C=CC=CC=4)C4C=CC=CC=4)C(C)(C)C=3C=CC=2)C=CC=CC=1.C(=O)([O-])[O-].[Cs+].[Cs+]. The catalyst is O1CCOCC1.C(OCC)(=O)C. The product is [F:1][C:2]([F:18])([F:17])[C:3]1[CH:4]=[C:5]([NH:9][C:10]2[N:15]=[CH:14][C:13]([NH:30][C:29]3[CH:31]=[CH:32][CH:33]=[C:27]([O:26][CH2:19][C:20]4[CH:25]=[CH:24][CH:23]=[CH:22][CH:21]=4)[CH:28]=3)=[CH:12][N:11]=2)[CH:6]=[CH:7][CH:8]=1. The yield is 0.250. (4) The reactants are Br[C:2]1[C:3]2[O:12][C:11]([CH2:13][N:14]3[CH2:19][CH2:18][N:17]([S:20]([CH3:23])(=[O:22])=[O:21])[CH2:16][CH2:15]3)=[CH:10][C:4]=2[C:5](=[O:9])[N:6]([CH3:8])[CH:7]=1.IC1C(=O)N(C)C=C(I)C=1OC.[C:36]1([CH:42]([NH:44][C:45]2[CH:50]=[C:49](B3OC(C)(C)C(C)(C)O3)[CH:48]=[CH:47][N:46]=2)[CH3:43])[CH:41]=[CH:40][CH:39]=[CH:38][CH:37]=1.C(=O)([O-])[O-].[K+].[K+]. The catalyst is CCO.Cl[Pd](Cl)([P](C1C=CC=CC=1)(C1C=CC=CC=1)C1C=CC=CC=1)[P](C1C=CC=CC=1)(C1C=CC=CC=1)C1C=CC=CC=1.C(OCC)(=O)C.C1(C)C=CC=CC=1. The product is [CH3:8][N:6]1[CH:7]=[C:2]([C:49]2[CH:48]=[CH:47][N:46]=[C:45]([NH:44][CH:42]([C:36]3[CH:41]=[CH:40][CH:39]=[CH:38][CH:37]=3)[CH3:43])[CH:50]=2)[C:3]2[O:12][C:11]([CH2:13][N:14]3[CH2:19][CH2:18][N:17]([S:20]([CH3:23])(=[O:22])=[O:21])[CH2:16][CH2:15]3)=[CH:10][C:4]=2[C:5]1=[O:9]. The yield is 0.120. (5) The reactants are [F:1][CH:2]([F:15])[O:3][C:4]1[N:9]=[C:8]([C:10]([CH3:14])([CH3:13])[C:11]#[N:12])[CH:7]=[CH:6][CH:5]=1.C(=O)([O-])[O-:17].[K+].[K+].OO. The catalyst is CS(C)=O. The product is [F:15][CH:2]([F:1])[O:3][C:4]1[N:9]=[C:8]([C:10]([CH3:13])([CH3:14])[C:11]([NH2:12])=[O:17])[CH:7]=[CH:6][CH:5]=1. The yield is 0.970.